From a dataset of Catalyst prediction with 721,799 reactions and 888 catalyst types from USPTO. Predict which catalyst facilitates the given reaction. (1) Reactant: [CH3:1][N:2]1[C:11](=[O:12])[C:10]2[C:5](=[CH:6][CH:7]=[C:8]([N:13]3[CH2:17][CH:16]4[CH2:18][N:19](C(OC(C)(C)C)=O)[CH2:20][CH:15]4[CH2:14]3)[CH:9]=2)[N:4]=[CH:3]1.FC(F)(F)C(O)=O. Product: [CH2:14]1[CH:15]2[CH2:20][NH:19][CH2:18][CH:16]2[CH2:17][N:13]1[C:8]1[CH:9]=[C:10]2[C:5](=[CH:6][CH:7]=1)[N:4]=[CH:3][N:2]([CH3:1])[C:11]2=[O:12]. The catalyst class is: 98. (2) Reactant: [Br:1][C:2]1[CH:8]=[CH:7][C:5]([NH2:6])=[CH:4][C:3]=1[F:9].[CH3:10][S:11](Cl)(=[O:13])=[O:12]. Product: [Br:1][C:2]1[CH:8]=[CH:7][C:5]([NH:6][S:11]([CH3:10])(=[O:13])=[O:12])=[CH:4][C:3]=1[F:9]. The catalyst class is: 436.